This data is from Reaction yield outcomes from USPTO patents with 853,638 reactions. The task is: Predict the reaction yield, written as a fraction of the theoretical maximum amount of product (1.0 means a 100% yield; for example, 0.34 means a 34% yield). (1) The reactants are N1C=CN=C1CN1C(=O)COC2N=C(C3C=CC(C4(N)CCC4)=CC=3)C(C3C=CC=CC=3)=CC1=2.[CH3:35][N:36]1[C:41]2[CH:42]=[C:43]([C:64]3[CH:69]=[CH:68][CH:67]=[CH:66][CH:65]=3)[C:44]([C:46]3[CH:51]=[CH:50][C:49]([C:52]4([NH:56]C(=O)OC(C)(C)C)[CH2:55][CH2:54][CH2:53]4)=[CH:48][CH:47]=3)=[N:45][C:40]=2[CH2:39][NH:38][C:37]1=[O:70]. No catalyst specified. The product is [NH2:56][C:52]1([C:49]2[CH:48]=[CH:47][C:46]([C:44]3[C:43]([C:64]4[CH:69]=[CH:68][CH:67]=[CH:66][CH:65]=4)=[CH:42][C:41]4[N:36]([CH3:35])[C:37](=[O:70])[NH:38][CH2:39][C:40]=4[N:45]=3)=[CH:51][CH:50]=2)[CH2:53][CH2:54][CH2:55]1. The yield is 0.200. (2) The reactants are [Br:1][C:2]1[C:3](=[O:10])[N:4]([CH3:9])[CH:5]=[C:6](I)[CH:7]=1.[C:11]([O:14][CH2:15][C:16]1[C:17]([N:31]2[N:40]=[CH:39][C:38]3[C:33](=[C:34]([F:45])[CH:35]=[C:36]([C:41]([CH3:44])([CH3:43])[CH3:42])[CH:37]=3)[C:32]2=[O:46])=[N:18][CH:19]=[CH:20][C:21]=1B1OC(C)(C)C(C)(C)O1)(=[O:13])[CH3:12].C([O-])(=O)C.[Na+].[O-]P([O-])([O-])=O.[K+].[K+].[K+]. The catalyst is C1C=CC(P(C2C=CC=CC=2)[C-]2C=CC=C2)=CC=1.C1C=CC(P(C2C=CC=CC=2)[C-]2C=CC=C2)=CC=1.Cl[Pd]Cl.[Fe+2].O.C(#N)C. The product is [C:11]([O:14][CH2:15][C:16]1[C:17]([N:31]2[N:40]=[CH:39][C:38]3[C:33](=[C:34]([F:45])[CH:35]=[C:36]([C:41]([CH3:43])([CH3:42])[CH3:44])[CH:37]=3)[C:32]2=[O:46])=[N:18][CH:19]=[CH:20][C:21]=1[C:6]1[CH:7]=[C:2]([Br:1])[C:3](=[O:10])[N:4]([CH3:9])[CH:5]=1)(=[O:13])[CH3:12]. The yield is 0.320. (3) The reactants are [C:1]([O:5][C:6]([NH:8][CH:9]([C:13]1[CH:18]=[CH:17][CH:16]=[CH:15][CH:14]=1)[C:10]([OH:12])=O)=[O:7])([CH3:4])([CH3:3])[CH3:2].[F:19][C:20]1[CH:26]=[CH:25][C:23]([NH2:24])=[CH:22][CH:21]=1.CCN=C=NCCCN(C)C.C1C=CC2N(O)N=NC=2C=1.CN1CCOCC1. The catalyst is CN(C=O)C. The product is [C:1]([O:5][C:6](=[O:7])[NH:8][C@@H:9]([C:10](=[O:12])[NH:24][C:23]1[CH:25]=[CH:26][C:20]([F:19])=[CH:21][CH:22]=1)[C:13]1[CH:18]=[CH:17][CH:16]=[CH:15][CH:14]=1)([CH3:2])([CH3:3])[CH3:4]. The yield is 0.930. (4) The reactants are [C:1](OCC)(=[O:3])[CH3:2].[H-].[Na+].[CH3:9][O:10][C:11]1[CH:16]=[CH:15][C:14]([C:17](=[O:19])[CH3:18])=[CH:13][CH:12]=1.S(=O)(=O)(O)O. The catalyst is C1COCC1.C(O)C.C1OCCOCCOCCOCCOCCOC1. The product is [CH3:9][O:10][C:11]1[CH:16]=[CH:15][C:14]([C:17](=[O:19])[CH2:18][C:1](=[O:3])[CH3:2])=[CH:13][CH:12]=1. The yield is 0.300. (5) The reactants are Br[C:2]1[C:3]2[N:4]([CH:8]=[C:9]([C:11]3[CH:16]=[CH:15][C:14]([CH2:17][C@H:18]([NH:22][C:23](=[O:36])[C:24]4[CH:29]=[CH:28][C:27]([O:30][CH:31]([CH3:33])[CH3:32])=[C:26]([C:34]#[N:35])[CH:25]=4)[CH2:19][CH2:20][OH:21])=[CH:13][CH:12]=3)[N:10]=2)[CH:5]=[CH:6][CH:7]=1.[CH3:37][C:38]1[C:42](B(O)O)=[C:41]([CH3:46])[O:40][N:39]=1.C([O-])([O-])=O.[K+].[K+]. The catalyst is CN(C=O)C. The product is [C:34]([C:26]1[CH:25]=[C:24]([CH:29]=[CH:28][C:27]=1[O:30][CH:31]([CH3:32])[CH3:33])[C:23]([NH:22][C@@H:18]([CH2:17][C:14]1[CH:15]=[CH:16][C:11]([C:9]2[N:10]=[C:3]3[C:2]([C:42]4[C:38]([CH3:37])=[N:39][O:40][C:41]=4[CH3:46])=[CH:7][CH:6]=[CH:5][N:4]3[CH:8]=2)=[CH:12][CH:13]=1)[CH2:19][CH2:20][OH:21])=[O:36])#[N:35]. The yield is 0.220. (6) The reactants are [CH:1]1([C:7]2[CH:12]=[CH:11][C:10]([C:13]3[NH:17][CH:16]=[C:15]([CH2:18][OH:19])[CH:14]=3)=[CH:9][CH:8]=2)[CH2:6][CH2:5][CH2:4][CH2:3][CH2:2]1.C[N+]1([O-])CCOCC1. The catalyst is C(#N)C.C(OCC)(=O)C.[Ru]([O-])(=O)(=O)=O.C([N+](CCC)(CCC)CCC)CC. The product is [CH:1]1([C:7]2[CH:12]=[CH:11][C:10]([C:13]3[NH:17][CH:16]=[C:15]([CH:18]=[O:19])[CH:14]=3)=[CH:9][CH:8]=2)[CH2:2][CH2:3][CH2:4][CH2:5][CH2:6]1. The yield is 0.530. (7) The reactants are [CH3:1][C:2]1[C:20]([CH2:21]CC(O)=O)=[C:19]2[NH:26][C:3]=1[CH:4]=[C:5]1[N:9]=[C:8]([CH:10]=[C:11]3[C:36]([CH3:37])=[C:35]([CH:38]=[CH2:39])[C:13](=[CH:14][C:15]4[C:28]([CH3:29])=[C:27]([CH2:30][CH2:31][C:32]([OH:34])=O)[C:17](=[CH:18]2)[N:16]=4)[NH:12]3)[C:7]([CH:40]=[CH2:41])=[C:6]1[CH3:42].C([N:45](CC)CC)C.F[P-](F)(F)(F)(F)F.N1C2C=[CH:63][CH:64]=[C:65]([O:66][P+](N(C)C)(N(C)C)N(C)C)C=2N=N1.[NH2:77][CH2:78][CH2:79][CH2:80][N:81]1[CH:85]=[CH:84][N:83]=[CH:82]1.CN. The catalyst is O1CCCC1.N1C=CC=CC=1. The product is [CH:40]([C:7]1[C:8]2=[N:9][C:5](=[CH:4][C:3]3[N:26]([CH2:63][CH2:64][C:65]([NH2:45])=[O:66])[C:19]([CH:18]=[C:17]4[N:16]=[C:15]([CH:14]=[C:13]5[NH:12][C:11](=[CH:10]2)[C:36]([CH3:37])=[C:35]5[CH:38]=[CH2:39])[C:28]([CH3:29])=[C:27]4[CH2:30][CH2:31][C:32]([NH:77][CH2:78][CH2:79][CH2:80][N:81]2[CH:85]=[CH:84][N:83]=[CH:82]2)=[O:34])=[C:20]([CH3:21])[C:2]=3[CH3:1])[C:6]=1[CH3:42])=[CH2:41]. The yield is 0.190.